Dataset: Forward reaction prediction with 1.9M reactions from USPTO patents (1976-2016). Task: Predict the product of the given reaction. (1) Given the reactants C[O:2][C:3]1[CH:4]=[CH:5][C:6]2[O:10][C:9]([C:11]3[CH:16]=[CH:15][C:14]([OH:17])=[CH:13][C:12]=3[CH3:18])=[CH:8][C:7]=2[CH:19]=1.N1C(=O)CC[C@H]1C(O)=O.Cl.Cl, predict the reaction product. The product is: [OH:17][C:14]1[CH:15]=[CH:16][C:11]([C:9]2[O:10][C:6]3[CH:5]=[CH:4][C:3]([OH:2])=[CH:19][C:7]=3[CH:8]=2)=[C:12]([CH3:18])[CH:13]=1. (2) Given the reactants [NH2:1][C:2]1[C:3]([Cl:9])=[N:4][CH:5]=[C:6]([Br:8])[CH:7]=1.[F:10][C:11]1[CH:12]=[CH:13][C:14]([CH3:21])=[C:15]([S:17](Cl)(=[O:19])=[O:18])[CH:16]=1, predict the reaction product. The product is: [Br:8][C:6]1[CH:7]=[C:2]([NH:1][S:17]([C:15]2[CH:16]=[C:11]([F:10])[CH:12]=[CH:13][C:14]=2[CH3:21])(=[O:18])=[O:19])[C:3]([Cl:9])=[N:4][CH:5]=1. (3) Given the reactants [OH-].[K+].[NH2:3][C:4]1[CH:12]=[CH:11][C:7]([C:8]([OH:10])=[O:9])=[CH:6][C:5]=1[N+:13]([O-:15])=O.Cl[O-].[Na+].N1[O:20]N=C2C=C(C(O)=O)C=CC=12.Cl.[Na+].[Cl-], predict the reaction product. The product is: [N+:3]1([O-:20])[O:15][N:13]=[C:5]2[CH:6]=[C:7]([C:8]([OH:10])=[O:9])[CH:11]=[CH:12][C:4]=12. (4) Given the reactants [CH:1]([N:4]1[CH2:9][CH2:8][CH:7]([OH:10])[CH2:6][CH2:5]1)([CH3:3])[CH3:2].C(N(CC)CC)C.[S:18](Cl)([CH3:21])(=[O:20])=[O:19], predict the reaction product. The product is: [CH:1]([N:4]1[CH2:9][CH2:8][CH:7]([O:10][S:18]([CH3:21])(=[O:20])=[O:19])[CH2:6][CH2:5]1)([CH3:3])[CH3:2]. (5) Given the reactants [CH3:1][O:2][CH2:3][CH2:4][N:5]1[CH:9]=[C:8]([OH:10])[CH:7]=[N:6]1.Cl[C:12]1[N:13]=[C:14]([OH:22])[C:15]2[CH:21]=[CH:20][N:19]=[CH:18][C:16]=2[N:17]=1, predict the reaction product. The product is: [CH3:1][O:2][CH2:3][CH2:4][N:5]1[CH:9]=[C:8]([O:10][C:12]2[N:13]=[C:14]([OH:22])[C:15]3[CH:21]=[CH:20][N:19]=[CH:18][C:16]=3[N:17]=2)[CH:7]=[N:6]1. (6) Given the reactants [CH2:1]([N:8]1[CH:16]=[C:15]2[C:10]([CH:11]=[C:12]([C:17]3[CH:18]=[C:19]([CH:27]4[CH2:32][CH2:31][NH:30][CH2:29][CH2:28]4)[N:20]4[C:25]=3[C:24]([NH2:26])=[N:23][CH:22]=[N:21]4)[CH:13]=[CH:14]2)=[N:9]1)[C:2]1[CH:7]=[CH:6][CH:5]=[CH:4][CH:3]=1.[CH3:33][N:34]([CH3:38])[C:35](Cl)=[O:36].C(N(CC)CC)C, predict the reaction product. The product is: [NH2:26][C:24]1[C:25]2=[C:17]([C:12]3[CH:13]=[CH:14][C:15]4[C:10]([CH:11]=3)=[N:9][N:8]([CH2:1][C:2]3[CH:3]=[CH:4][CH:5]=[CH:6][CH:7]=3)[CH:16]=4)[CH:18]=[C:19]([CH:27]3[CH2:32][CH2:31][N:30]([C:35]([N:34]([CH3:38])[CH3:33])=[O:36])[CH2:29][CH2:28]3)[N:20]2[N:21]=[CH:22][N:23]=1. (7) Given the reactants [H-].[Na+].COP([CH2:9][C:10]([O:12][CH2:13][CH3:14])=[O:11])(OC)=O.[CH2:15]([N:22]1[CH2:26][CH2:25][C@@H:24]([NH:27][C:28]2[C:35]([F:36])=[CH:34][C:31]([CH:32]=O)=[CH:30][N:29]=2)[CH2:23]1)[C:16]1[CH:21]=[CH:20][CH:19]=[CH:18][CH:17]=1.[Na+].[Cl-], predict the reaction product. The product is: [CH2:15]([N:22]1[CH2:26][CH2:25][C@@H:24]([NH:27][C:28]2[N:29]=[CH:30][C:31](/[CH:32]=[CH:9]/[C:10]([O:12][CH2:13][CH3:14])=[O:11])=[CH:34][C:35]=2[F:36])[CH2:23]1)[C:16]1[CH:21]=[CH:20][CH:19]=[CH:18][CH:17]=1.